From a dataset of Full USPTO retrosynthesis dataset with 1.9M reactions from patents (1976-2016). Predict the reactants needed to synthesize the given product. (1) Given the product [CH3:8][C:2]([O:9][C:10]1[CH:15]=[CH:14][C:13]([CH2:16][N:17]([CH2:34][C:35]2[CH:40]=[CH:39][C:38]([C:41]([F:44])([F:43])[F:42])=[CH:37][CH:36]=2)[C:18]2[CH:23]=[CH:22][CH:21]=[C:20]([C:24]3[CH:29]=[CH:28][C:27]([C:30]([F:32])([F:31])[F:33])=[CH:26][CH:25]=3)[N:19]=2)=[CH:12][C:11]=1[CH3:45])([CH3:1])[C:3]([OH:5])=[O:4], predict the reactants needed to synthesize it. The reactants are: [CH3:1][C:2]([O:9][C:10]1[CH:15]=[CH:14][C:13]([CH2:16][N:17]([CH2:34][C:35]2[CH:40]=[CH:39][C:38]([C:41]([F:44])([F:43])[F:42])=[CH:37][CH:36]=2)[C:18]2[CH:23]=[CH:22][CH:21]=[C:20]([C:24]3[CH:29]=[CH:28][C:27]([C:30]([F:33])([F:32])[F:31])=[CH:26][CH:25]=3)[N:19]=2)=[CH:12][C:11]=1[CH3:45])([CH3:8])[C:3]([O:5]CC)=[O:4].[OH-].[Na+]. (2) Given the product [S:6]1[CH:10]=[CH:9][C:8]2[C:11]([N:15]3[CH2:16][CH2:17][N:18]([CH2:21][CH2:22][CH2:23][O:24][C:25]4[N:29]([CH3:30])[N:28]=[C:27]([CH2:31][OH:32])[CH:26]=4)[CH2:19][CH2:20]3)=[CH:12][CH:13]=[CH:14][C:7]1=2, predict the reactants needed to synthesize it. The reactants are: C1COCC1.[S:6]1[CH:10]=[CH:9][C:8]2[C:11]([N:15]3[CH2:20][CH2:19][N:18]([CH2:21][CH2:22][CH2:23][O:24][C:25]4[N:29]([CH3:30])[N:28]=[C:27]([CH2:31][O:32][Si](C(C)(C)C)(C)C)[CH:26]=4)[CH2:17][CH2:16]3)=[CH:12][CH:13]=[CH:14][C:7]1=2.[F-].C([N+](CCCC)(CCCC)CCCC)CCC. (3) Given the product [NH2:23][C:20]1[O:21][CH2:22][C@:5]2([N:19]=1)[C:6]1[CH:7]=[C:8]([O:17][CH3:18])[CH:9]=[CH:10][C:11]=1[O:12][C:13]1[C:4]2=[CH:3][C:2]([C:33]2([OH:35])[CH2:34][O:31][CH2:32]2)=[CH:15][C:14]=1[F:16], predict the reactants needed to synthesize it. The reactants are: Br[C:2]1[CH:15]=[C:14]([F:16])[C:13]2[O:12][C:11]3[C:6](=[CH:7][C:8]([O:17][CH3:18])=[CH:9][CH:10]=3)[C@@:5]3([CH2:22][O:21][C:20]([NH2:23])=[N:19]3)[C:4]=2[CH:3]=1.C([Li])CCC.N#N.[O:31]1[CH2:34][C:33](=[O:35])[CH2:32]1. (4) Given the product [CH3:19][C:20]1([CH3:36])[C:24]([CH3:26])([CH3:25])[O:23][B:22]([C:2]2[CH:3]=[C:4]([C:8]3([NH:11][C:12](=[O:18])[O:13][C:14]([CH3:17])([CH3:16])[CH3:15])[CH2:10][CH2:9]3)[CH:5]=[CH:6][CH:7]=2)[O:21]1, predict the reactants needed to synthesize it. The reactants are: Br[C:2]1[CH:3]=[C:4]([C:8]2([NH:11][C:12](=[O:18])[O:13][C:14]([CH3:17])([CH3:16])[CH3:15])[CH2:10][CH2:9]2)[CH:5]=[CH:6][CH:7]=1.[CH3:19][C:20]1([CH3:36])[C:24]([CH3:26])([CH3:25])[O:23][B:22]([B:22]2[O:23][C:24]([CH3:26])([CH3:25])[C:20]([CH3:36])([CH3:19])[O:21]2)[O:21]1.C([O-])(=O)C.[K+].